This data is from Experimentally validated miRNA-target interactions with 360,000+ pairs, plus equal number of negative samples. The task is: Binary Classification. Given a miRNA mature sequence and a target amino acid sequence, predict their likelihood of interaction. (1) The miRNA is hsa-miR-139-5p with sequence UCUACAGUGCACGUGUCUCCAGU. The protein sequence of the target gene is MFPEPPTPGPPSPDTPPDSSRISHGPVPPWALATIVLVSGLLIFSCCFCLYRKSCRRRTGKKSQAQAQVHLQEVKGLGQSYIDKVQPEVEELEPAPSGPGQQVADKHELGRLQYSLDYDFQSGQLLVGILQAMGLAALDLGGSSDPYVRVYLLPDKRRRYETKVHRQTLNPHFGETFAFKVPYVELGGRVLVMAVYDFDRFSRNDAIGEVRVPMSSVDLGRPVQAWRELQAAPREEQEKLGDICFSLRYVPTAGKLTVIVLEAKNLKKMDVGGLSDPYVKVHLLQGGKKVRKKKTTIKKN.... Result: 1 (interaction). (2) Result: 0 (no interaction). The miRNA is mmu-miR-7229-3p with sequence UACACAGACCAGUGACUUUCUGCA. The protein sequence of the target gene is MRRKGRCHRGSAARHPSSPCSIKHSPTRETLTYAQAQRMVEIEIEGRLHRISIFDPLEIILEDDLTAQEMSECNSNKENSERPPVCLRTKRHKNNRVKKKNEVLPSTHGTPASASALPEPKVRIVEYSPPSAPRRPPVYYKFIEKSAEELDNEVEYDMDEEDYAWLEIINEKRKGDCVSAVSQNMFEFLMDRFEKESYCENQKQGEQQSLIDEDAVCCICMDGECQNSNVILFCDMCNLAVHQECYGVPYIPEGQWLCRHCLQSRARPADCVLCPNKGGAFKKTDDDRWGHVVCALWIPE.... (3) The miRNA is rno-miR-200a-3p with sequence UAACACUGUCUGGUAACGAUGU. The protein sequence of the target gene is MAVGKNKRLTKGGKKGAKKKVVDPFSKKDWYDVKAPAMFNIRNIGKTLVTRTQGTKIASDGLKGRVFEVSLADLQNDEVAFRKFKLITEDVQGKNCLTNFHGMDLTRDKMCSMVKKWQTMIEAHVDVKTTDGYLLRLFCVGFTKKRNNQIRKTSYAQHQQVRQIRKKMMEIMTREVQTNDLKEVVNKLIPDSIGKDIEKACQSIYPLHDVFVRKVKMLKKPKFELGKLMELHGEGSSSGKATGDETGAKVERADGYEPPVQESV. Result: 0 (no interaction). (4) The miRNA is ath-miR859 with sequence UCUCUCUGUUGUGAAGUCAAA. The protein sequence of the target gene is MPPSPLDDRVVVALSRPVRPQDLNLCLDSSYLGSASPGSGSHAPVLATAVVTLKAANLTYMPSSSGSARSLNCGCSSTSCCTVATYDKDHQAQTQAIAAGTATTAIGTSTTCPANQMVNNNENTGSVLSPSGGVGSPVSGTPKQLASIKIIYPNDLAKKMTKCSKSHLPSQGPVIIDCRPFMEYNKSHIQGAVHINCADKISRRRLQQGKITVLDLISCREGKDSFKRIFSKEIIVYDENTNEPSRVTPSQPLHIVLESLKREGKEPLVLKGGLSSFKQNHGNLCDNSLQLQECREVGGG.... Result: 0 (no interaction). (5) The miRNA is hsa-miR-8067 with sequence CCUAGAAACUGUAAACUUAGUC. The protein sequence of the target gene is MRTEAEAAGPPLEPGDFVQLPVPVIQQLYHWDCGLACSRMVLRYLGQLDDSEFERALQKLQLTRSIWTIDLAYLMHHFGVRHRFCTQTLGVDKGYKNQSFYRKHFDTEETRVNQLFAQAKACKVLVEKCTVSVKDIQAHLAQGHVAIVLVNSGVLHCDLCSSPVKYCCFTPSGHHCFCRTPDYQGHFIVLRGYNRATGCIFYNNPAYADPGMCSTSISNFEEARTSYGTDEDILFVYLDS. Result: 0 (no interaction).